This data is from Reaction yield outcomes from USPTO patents with 853,638 reactions. The task is: Predict the reaction yield, written as a fraction of the theoretical maximum amount of product (1.0 means a 100% yield; for example, 0.34 means a 34% yield). The reactants are [CH2:1]([O:3][C:4]1[CH:9]=[C:8]([CH:10]2[CH2:15][CH2:14][N:13]([CH2:16][CH2:17][S:18]([CH3:21])(=[O:20])=[O:19])[CH2:12][CH2:11]2)[CH:7]=[CH:6][C:5]=1[NH:22]C(=O)C(F)(F)F)[CH3:2].[Li+].[OH-]. The catalyst is C1COCC1.O. The product is [CH2:1]([O:3][C:4]1[CH:9]=[C:8]([CH:10]2[CH2:15][CH2:14][N:13]([CH2:16][CH2:17][S:18]([CH3:21])(=[O:20])=[O:19])[CH2:12][CH2:11]2)[CH:7]=[CH:6][C:5]=1[NH2:22])[CH3:2]. The yield is 0.940.